From a dataset of Forward reaction prediction with 1.9M reactions from USPTO patents (1976-2016). Predict the product of the given reaction. (1) Given the reactants CC(P(C(C)(C)C)C1C(C2C=CC=CC=2)=CC=CC=1)(C)C.ClC(Cl)C.[C:26]1([C:32]#[C:33][P:34](=[O:50])([O:38][C:39]([CH2:41][CH2:42][CH2:43][C:44]2[CH:49]=[CH:48][CH:47]=[CH:46][CH:45]=2)=[CH2:40])[O:35][CH2:36][CH3:37])[CH:31]=[CH:30][CH:29]=[CH:28][CH:27]=1, predict the reaction product. The product is: [CH2:36]([O:35][P:34]1(=[O:50])[CH:33]=[C:32]([C:26]2[CH:27]=[CH:28][CH:29]=[CH:30][CH:31]=2)[CH:40]=[C:39]([CH2:41][CH2:42][CH2:43][C:44]2[CH:45]=[CH:46][CH:47]=[CH:48][CH:49]=2)[O:38]1)[CH3:37]. (2) Given the reactants Cl[C:2]1[CH:7]=[C:6]([CH3:8])[CH:5]=[CH:4][C:3]=1[CH3:9].[F:10][C:11]([F:20])([F:19])[C:12]1[CH:13]=[C:14]([CH:16]=[CH:17][CH:18]=1)[NH2:15].CC([O-])(C)C.[Na+].O(CCCC)CCCC, predict the reaction product. The product is: [CH3:9][C:3]1[CH:4]=[CH:5][C:6]([CH3:8])=[CH:7][C:2]=1[NH:15][C:14]1[CH:16]=[CH:17][CH:18]=[C:12]([C:11]([F:10])([F:19])[F:20])[CH:13]=1. (3) Given the reactants C1C=C(Cl)C=C(C(OO)=O)C=1.[Cl:12][C:13]1[CH:18]=[CH:17][CH:16]=[CH:15][C:14]=1[N:19]1[CH:30]=[CH:29][C:22]2[N:23]=[C:24](SC)[N:25]=[CH:26][C:21]=2[C:20]1=[O:31].CCN(C(C)C)C(C)C.[NH2:41][C:42]1[CH:47]=[CH:46][C:45]([N:48]2[CH2:53][CH2:52][N:51]([C:54]([O:56][C:57]([CH3:60])([CH3:59])[CH3:58])=[O:55])[CH2:50][CH2:49]2)=[C:44]([CH3:61])[CH:43]=1, predict the reaction product. The product is: [Cl:12][C:13]1[CH:18]=[CH:17][CH:16]=[CH:15][C:14]=1[N:19]1[CH:30]=[CH:29][C:22]2[N:23]=[C:24]([NH:41][C:42]3[CH:47]=[CH:46][C:45]([N:48]4[CH2:53][CH2:52][N:51]([C:54]([O:56][C:57]([CH3:59])([CH3:58])[CH3:60])=[O:55])[CH2:50][CH2:49]4)=[C:44]([CH3:61])[CH:43]=3)[N:25]=[CH:26][C:21]=2[C:20]1=[O:31]. (4) Given the reactants C([O:3][C:4](=[O:28])[CH2:5][NH:6][C:7]([C:9]1[C:14](=[O:15])[N:13]([C:16]2[CH:21]=[CH:20][CH:19]=[CH:18][CH:17]=2)[C:12]([OH:22])=[C:11]([C:23](OC)=[O:24])[C:10]=1[OH:27])=[O:8])C.[CH2:29]([NH2:33])[CH:30]([CH3:32])[CH3:31].Cl, predict the reaction product. The product is: [OH:27][C:10]1[C:11]([C:23]([NH:33][CH2:29][CH:30]([CH3:32])[CH3:31])=[O:24])=[C:12]([OH:22])[N:13]([C:16]2[CH:17]=[CH:18][CH:19]=[CH:20][CH:21]=2)[C:14](=[O:15])[C:9]=1[C:7]([NH:6][CH2:5][C:4]([OH:3])=[O:28])=[O:8]. (5) The product is: [C:2]1(=[O:12])[C:7]2[CH2:8][CH2:9][CH2:10][C:6]=2[CH:5]=[CH:4][NH:3]1. Given the reactants Cl.[C:2]1(N)[C:7]2[CH2:8][CH2:9][CH2:10][C:6]=2[CH:5]=[CH:4][N:3]=1.[OH:12][PH2]=O.N([O-])=O.[Na+].C([O-])(O)=O.[Na+], predict the reaction product. (6) Given the reactants F[C:2]1[CH:12]=[C:11]([F:13])[CH:10]=[CH:9][C:3]=1[C:4]([O:6][CH2:7]C)=[O:5].[OH:14][C:15]1[CH:24]=[CH:23][CH:22]=[C:21]2[C:16]=1[CH2:17][CH2:18][NH:19][C:20]2=[O:25].CC1NC2C(C=1)=CC(O)=CC=2, predict the reaction product. The product is: [CH3:7][O:6][C:4](=[O:5])[C:3]1[CH:9]=[CH:10][C:11]([F:13])=[CH:12][C:2]=1[O:14][C:15]1[CH:24]=[CH:23][CH:22]=[C:21]2[C:16]=1[CH2:17][CH2:18][NH:19][C:20]2=[O:25].